This data is from Forward reaction prediction with 1.9M reactions from USPTO patents (1976-2016). The task is: Predict the product of the given reaction. (1) Given the reactants [OH:1][C:2]1[CH:10]=[C:9]2[C:5]([C:6]([C:11]([OH:13])=[O:12])=[N:7][NH:8]2)=[CH:4][CH:3]=1.S(Cl)(Cl)=O.[CH2:18](O)[CH3:19], predict the reaction product. The product is: [CH2:18]([O:12][C:11]([C:6]1[C:5]2[C:9](=[CH:10][C:2]([OH:1])=[CH:3][CH:4]=2)[NH:8][N:7]=1)=[O:13])[CH3:19]. (2) Given the reactants Br[C:2]1[O:3][C:4]2[CH:12]=[CH:11][CH:10]=[CH:9][C:5]=2[C:6]=1[CH2:7][OH:8].[CH:13]([C:15]1[O:16][C:17](B(O)O)=[CH:18][CH:19]=1)=[O:14].C(=O)([O-])[O-].[K+].[K+].N#N, predict the reaction product. The product is: [CH:13]([C:15]1[O:16][C:17]([C:2]2[O:3][C:4]3[CH:12]=[CH:11][CH:10]=[CH:9][C:5]=3[C:6]=2[CH2:7][OH:8])=[CH:18][CH:19]=1)=[O:14]. (3) The product is: [F:18][C:19]1[CH:24]=[CH:23][C:22]([C:25]([C:29]2[CH:30]=[CH:31][C:32]([F:35])=[CH:33][CH:34]=2)=[CH:26][CH2:27][NH:28][C:14](=[O:16])[CH:13]([C:4]2[CH:5]=[CH:6][C:7]([NH:8][S:9]([CH3:12])(=[O:10])=[O:11])=[C:2]([F:1])[CH:3]=2)[CH3:17])=[CH:21][CH:20]=1. Given the reactants [F:1][C:2]1[CH:3]=[C:4]([CH:13]([CH3:17])[C:14]([OH:16])=O)[CH:5]=[CH:6][C:7]=1[NH:8][S:9]([CH3:12])(=[O:11])=[O:10].[F:18][C:19]1[CH:24]=[CH:23][C:22]([C:25]([C:29]2[CH:34]=[CH:33][C:32]([F:35])=[CH:31][CH:30]=2)=[CH:26][CH2:27][NH2:28])=[CH:21][CH:20]=1.FC1C=CC(C(C2C=CC(F)=CC=2)C(C=CC)(C2C=CC(NS(C)(=O)=O)=C(F)C=2)C(N)=O)=CC=1, predict the reaction product. (4) Given the reactants C(=O)([O-])[O-].[Cs+].[Cs+].[CH3:7][C:8]1([CH3:22])[C:12]([CH3:14])([CH3:13])[O:11][B:10]([C:15]2[CH:20]=[CH:19][C:18]([OH:21])=[CH:17][CH:16]=2)[O:9]1.Br.Br[CH2:25][C:26]1[CH:31]=[CH:30][CH:29]=[CH:28][N:27]=1, predict the reaction product. The product is: [CH3:14][C:12]1([CH3:13])[C:8]([CH3:22])([CH3:7])[O:9][B:10]([C:15]2[CH:20]=[CH:19][C:18]([O:21][CH2:25][C:26]3[CH:31]=[CH:30][CH:29]=[CH:28][N:27]=3)=[CH:17][CH:16]=2)[O:11]1. (5) The product is: [CH:20]1[CH:21]=[CH:14][C:15](=[O:26])/[C:16](=[CH:17]\[NH:2][CH2:3][CH2:4][NH:9]/[CH:38]=[C:37]2\[C:36]([CH:35]=[CH:42][CH:41]=[CH:40]\2)=[O:47])/[CH:19]=1. Given the reactants Cl.[NH2:2][C@@H:3]1CCCC[C@H:4]1[NH2:9].C([C:14]1[C:15]([OH:26])=[C:16]([CH:19]=[C:20](C(C)(C)C)[CH:21]=1)[CH:17]=O)(C)(C)C.C(C1C=CC([C:35]2[C:36]([OH:47])=[C:37]([CH:40]=[C:41](C(C)(C)C)[CH:42]=2)[CH:38]=O)=CC=1)=C.C(N(CC)CC)C, predict the reaction product. (6) Given the reactants Cl.[NH2:2][CH:3]1[CH2:8][CH2:7][N:6]([C:9]2[CH:14]=[C:13]([C:15](=[O:17])[CH3:16])[CH:12]=[C:11]([Cl:18])[N:10]=2)[CH2:5][CH2:4]1.[Br:19][C:20]1[CH:21]=[C:22]([C:26](O)=[O:27])[NH:23][C:24]=1[CH3:25], predict the reaction product. The product is: [C:15]([C:13]1[CH:12]=[C:11]([Cl:18])[N:10]=[C:9]([N:6]2[CH2:7][CH2:8][CH:3]([NH:2][C:26]([C:22]3[NH:23][C:24]([CH3:25])=[C:20]([Br:19])[CH:21]=3)=[O:27])[CH2:4][CH2:5]2)[CH:14]=1)(=[O:17])[CH3:16]. (7) Given the reactants [Cl:1][C:2]1[CH:7]=[CH:6][C:5]([NH2:8])=[CH:4][C:3]=1[C:9]1[S:10][C:11]2[CH:17]=[CH:16][C:15]([C:18]([F:21])([F:20])[F:19])=[CH:14][C:12]=2[N:13]=1.N1C=CC=CC=1.Cl[C:29]([O:31][CH3:32])=[O:30], predict the reaction product. The product is: [CH3:32][O:31][C:29](=[O:30])[NH:8][C:5]1[CH:6]=[CH:7][C:2]([Cl:1])=[C:3]([C:9]2[S:10][C:11]3[CH:17]=[CH:16][C:15]([C:18]([F:19])([F:21])[F:20])=[CH:14][C:12]=3[N:13]=2)[CH:4]=1.